Dataset: Full USPTO retrosynthesis dataset with 1.9M reactions from patents (1976-2016). Task: Predict the reactants needed to synthesize the given product. (1) Given the product [CH3:1][C:2]1([CH3:17])[CH2:11][C:10]2([CH2:18][CH2:12]2)[C:9]2[C:4](=[CH:5][CH:6]=[C:7]([C:13]([O:15][CH3:16])=[O:14])[CH:8]=2)[O:3]1, predict the reactants needed to synthesize it. The reactants are: [CH3:1][C:2]1([CH3:17])[CH2:11][C:10](=[CH2:12])[C:9]2[C:4](=[CH:5][CH:6]=[C:7]([C:13]([O:15][CH3:16])=[O:14])[CH:8]=2)[O:3]1.[CH2:18]([Zn]CC)C.ICI. (2) Given the product [ClH:41].[ClH:41].[F:40][C:2]([F:1])([F:39])[C:3]1[C:4]2[CH2:38][CH2:37][O:36][CH2:35][C:5]=2[N:6]([C:8]2[C:9](=[O:34])[NH:10][C:11](=[O:33])[N:12]([CH2:14][CH2:15][CH2:16][N:17]3[CH2:22][C@H:21]4[C@:19]([C:23]5[CH:24]=[CH:25][C:26]([C:29]([F:32])([F:31])[F:30])=[CH:27][CH:28]=5)([CH2:20]4)[CH2:18]3)[CH:13]=2)[N:7]=1, predict the reactants needed to synthesize it. The reactants are: [F:1][C:2]([F:40])([F:39])[C:3]1[C:4]2[CH2:38][CH2:37][O:36][CH2:35][C:5]=2[N:6]([C:8]2[C:9](=[O:34])[NH:10][C:11](=[O:33])[N:12]([CH2:14][CH2:15][CH2:16][N:17]3[CH2:22][C@H:21]4[C@:19]([C:23]5[CH:28]=[CH:27][C:26]([C:29]([F:32])([F:31])[F:30])=[CH:25][CH:24]=5)([CH2:20]4)[CH2:18]3)[CH:13]=2)[N:7]=1.[ClH:41].CO. (3) Given the product [Si:1]([O:18][CH2:19][C@@H:20]1[CH2:21][CH2:22][C:23](=[O:25])[N:24]1[C:26]([O:28][C:29]([CH3:32])([CH3:31])[CH3:30])=[O:27])([C:14]([CH3:17])([CH3:15])[CH3:16])([C:8]1[CH:13]=[CH:12][CH:11]=[CH:10][CH:9]=1)[C:2]1[CH:7]=[CH:6][CH:5]=[CH:4][CH:3]=1, predict the reactants needed to synthesize it. The reactants are: [Si:1]([O:18][CH2:19][C@H:20]1[NH:24][C:23](=[O:25])[CH2:22][CH2:21]1)([C:14]([CH3:17])([CH3:16])[CH3:15])([C:8]1[CH:13]=[CH:12][CH:11]=[CH:10][CH:9]=1)[C:2]1[CH:7]=[CH:6][CH:5]=[CH:4][CH:3]=1.[C:26](O[C:26]([O:28][C:29]([CH3:32])([CH3:31])[CH3:30])=[O:27])([O:28][C:29]([CH3:32])([CH3:31])[CH3:30])=[O:27]. (4) Given the product [CH2:1]([NH:8][C:9]([C:11]1[CH:12]=[C:13]([C:17]2[CH:22]=[CH:21][C:20]([CH2:23][CH:24]3[S:28][C:27](=[O:29])[NH:26][C:25]3=[O:30])=[CH:19][CH:18]=2)[CH:14]=[CH:15][CH:16]=1)=[O:10])[C:2]1[CH:7]=[CH:6][CH:5]=[CH:4][CH:3]=1, predict the reactants needed to synthesize it. The reactants are: [CH2:1]([NH:8][C:9]([C:11]1[CH:12]=[C:13]([C:17]2[CH:22]=[CH:21][C:20]([CH:23]=[C:24]3[S:28][C:27](=[O:29])[NH:26][C:25]3=[O:30])=[CH:19][CH:18]=2)[CH:14]=[CH:15][CH:16]=1)=[O:10])[C:2]1[CH:7]=[CH:6][CH:5]=[CH:4][CH:3]=1. (5) Given the product [Cl:1][C:2]1[N:7]2[C:8]([CH2:15][CH:16]3[CH2:21][CH2:20][C:19]([F:22])([F:23])[CH2:18][CH2:17]3)=[C:9]([C:11]([F:12])([F:13])[F:14])[N:10]=[C:6]2[CH:5]=[C:4]([C:24]([OH:26])=[O:25])[CH:3]=1, predict the reactants needed to synthesize it. The reactants are: [Cl:1][C:2]1[N:7]2[C:8]([CH2:15][CH:16]3[CH2:21][CH2:20][C:19]([F:23])([F:22])[CH2:18][CH2:17]3)=[C:9]([C:11]([F:14])([F:13])[F:12])[N:10]=[C:6]2[CH:5]=[C:4]([C:24]([O:26]CC)=[O:25])[CH:3]=1.C1COCC1.[OH-].[Na+]. (6) Given the product [Br:8][C:4]1[N:3]=[C:2]([NH:9][C:10]2[CH:15]=[C:14]([CH3:16])[CH:13]=[CH:12][N:11]=2)[CH:7]=[CH:6][CH:5]=1, predict the reactants needed to synthesize it. The reactants are: Br[C:2]1[CH:7]=[CH:6][CH:5]=[C:4]([Br:8])[N:3]=1.[NH2:9][C:10]1[CH:15]=[C:14]([CH3:16])[CH:13]=[CH:12][N:11]=1.C1(P(C2C=CC=CC=2)C2C=CC3C(=CC=CC=3)C=2C2C3C(=CC=CC=3)C=CC=2P(C2C=CC=CC=2)C2C=CC=CC=2)C=CC=CC=1.CC(C)([O-])C.[Na+].